Dataset: Forward reaction prediction with 1.9M reactions from USPTO patents (1976-2016). Task: Predict the product of the given reaction. Given the reactants C(O[C:6]([N:8]1[C:16]2[C:11](=[CH:12][CH:13]=[C:14]([NH:17]C3CCN(CC4C=CC=CC=4)CC3)[CH:15]=2)[CH2:10][CH2:9]1)=[O:7])(C)(C)C.[CH2:31]([N:38]1[CH2:43][CH2:42]C(=O)C[CH2:39]1)[C:32]1[CH:37]=[CH:36][CH:35]=[CH:34][CH:33]=1.C(OC(N1[C:60]2[C:55](=[CH:56][CH:57]=[C:58](N)[CH:59]=2)[CH2:54][CH2:53]1)=O)(C)(C)C.[BH-](OC(C)=O)(OC(C)=O)O[C:64]([CH3:66])=O.[Na+].CC(O)=O, predict the reaction product. The product is: [CH2:31]([N:38]1[CH2:39][CH2:10][CH:9]([N:8]([C:16]2[CH:15]=[C:14]3[C:13]([CH2:64][CH2:66][NH:17]3)=[CH:12][CH:11]=2)[C:6](=[O:7])/[CH:53]=[CH:54]/[C:55]2[CH:60]=[CH:59][CH:58]=[CH:57][CH:56]=2)[CH2:42][CH2:43]1)[C:32]1[CH:33]=[CH:34][CH:35]=[CH:36][CH:37]=1.